This data is from Full USPTO retrosynthesis dataset with 1.9M reactions from patents (1976-2016). The task is: Predict the reactants needed to synthesize the given product. (1) Given the product [C:12]([O:16][C:17]([N:19]1[CH2:24][CH2:23][CH:22]([NH:25][C:2]2[CH:7]=[C:6]([O:8][CH3:9])[N:5]=[C:4]([O:10][CH3:11])[N:3]=2)[CH2:21][CH2:20]1)=[O:18])([CH3:15])([CH3:13])[CH3:14], predict the reactants needed to synthesize it. The reactants are: Cl[C:2]1[CH:7]=[C:6]([O:8][CH3:9])[N:5]=[C:4]([O:10][CH3:11])[N:3]=1.[C:12]([O:16][C:17]([N:19]1[CH2:24][CH2:23][CH:22]([NH2:25])[CH2:21][CH2:20]1)=[O:18])([CH3:15])([CH3:14])[CH3:13].C(N(C(C)C)C(C)C)C. (2) The reactants are: [Br:1][C:2]1[NH:3][C:4]2[C:9]([C:10]=1[CH2:11][C:12]1[CH:17]=[CH:16][C:15]([Cl:18])=[CH:14][CH:13]=1)=[CH:8][CH:7]=[CH:6][CH:5]=2.[H-].[Na+].Br[CH2:22][CH2:23][CH:24]1[O:28][CH2:27][CH2:26][O:25]1. Given the product [Br:1][C:2]1[N:3]([CH2:22][CH2:23][CH:24]2[O:28][CH2:27][CH2:26][O:25]2)[C:4]2[C:9]([C:10]=1[CH2:11][C:12]1[CH:17]=[CH:16][C:15]([Cl:18])=[CH:14][CH:13]=1)=[CH:8][CH:7]=[CH:6][CH:5]=2, predict the reactants needed to synthesize it. (3) Given the product [C:1]([C:3]1[CH:4]=[N:5][N:6]([CH2:8][CH2:9][C@@:10]([CH3:25])([S:21]([CH3:24])(=[O:22])=[O:23])[C:11]([NH:13][OH:14])=[O:12])[CH:7]=1)#[N:2], predict the reactants needed to synthesize it. The reactants are: [C:1]([C:3]1[CH:4]=[N:5][N:6]([CH2:8][CH2:9][C@@:10]([CH3:25])([S:21]([CH3:24])(=[O:23])=[O:22])[C:11]([NH:13][O:14]C2CCCCO2)=[O:12])[CH:7]=1)#[N:2].Cl.